From a dataset of NCI-60 drug combinations with 297,098 pairs across 59 cell lines. Regression. Given two drug SMILES strings and cell line genomic features, predict the synergy score measuring deviation from expected non-interaction effect. (1) Drug 2: COC1=C2C(=CC3=C1OC=C3)C=CC(=O)O2. Synergy scores: CSS=21.0, Synergy_ZIP=4.44, Synergy_Bliss=2.91, Synergy_Loewe=-6.63, Synergy_HSA=-3.72. Cell line: U251. Drug 1: C1=CC(=CC=C1CCCC(=O)O)N(CCCl)CCCl. (2) Drug 1: C1CCC(C1)C(CC#N)N2C=C(C=N2)C3=C4C=CNC4=NC=N3. Drug 2: C1=CC(=CC=C1C#N)C(C2=CC=C(C=C2)C#N)N3C=NC=N3. Cell line: KM12. Synergy scores: CSS=20.7, Synergy_ZIP=-1.45, Synergy_Bliss=-0.0628, Synergy_Loewe=-10.4, Synergy_HSA=2.45. (3) Drug 1: CC1=C(C(=O)C2=C(C1=O)N3CC4C(C3(C2COC(=O)N)OC)N4)N. Drug 2: B(C(CC(C)C)NC(=O)C(CC1=CC=CC=C1)NC(=O)C2=NC=CN=C2)(O)O. Cell line: MCF7. Synergy scores: CSS=31.4, Synergy_ZIP=-10.0, Synergy_Bliss=-7.49, Synergy_Loewe=-1.99, Synergy_HSA=-0.842. (4) Drug 1: CC1C(C(CC(O1)OC2CC(CC3=C2C(=C4C(=C3O)C(=O)C5=C(C4=O)C(=CC=C5)OC)O)(C(=O)C)O)N)O.Cl. Drug 2: C1=NNC2=C1C(=O)NC=N2. Cell line: SK-MEL-2. Synergy scores: CSS=-0.615, Synergy_ZIP=-2.59, Synergy_Bliss=-2.47, Synergy_Loewe=-24.6, Synergy_HSA=-7.05.